Dataset: Catalyst prediction with 721,799 reactions and 888 catalyst types from USPTO. Task: Predict which catalyst facilitates the given reaction. Reactant: [O:1]=[C:2]1[CH:9]2[CH2:10][C:5]3([O:12][C:13]([C:15]([F:21])([F:20])[S:16]([O-:19])(=[O:18])=[O:17])=[O:14])[CH2:6][CH:7]([CH2:11][CH:3]1[CH2:4]3)[CH2:8]2.[C:22]1([S+:28]([C:35]2[CH:40]=[CH:39][CH:38]=[CH:37][CH:36]=2)[C:29]2[CH:34]=[CH:33][CH:32]=[CH:31][CH:30]=2)[CH:27]=[CH:26][CH:25]=[CH:24][CH:23]=1.[BH4-].[Na+].Cl. Product: [OH:1][CH:2]1[CH:9]2[CH2:10][C:5]3([O:12][C:13]([C:15]([F:21])([F:20])[S:16]([O-:19])(=[O:17])=[O:18])=[O:14])[CH2:6][CH:7]([CH2:11][CH:3]1[CH2:4]3)[CH2:8]2.[C:35]1([S+:28]([C:22]2[CH:23]=[CH:24][CH:25]=[CH:26][CH:27]=2)[C:29]2[CH:34]=[CH:33][CH:32]=[CH:31][CH:30]=2)[CH:36]=[CH:37][CH:38]=[CH:39][CH:40]=1. The catalyst class is: 47.